From a dataset of Catalyst prediction with 721,799 reactions and 888 catalyst types from USPTO. Predict which catalyst facilitates the given reaction. (1) Reactant: [CH2:1]([O:3][C:4]([NH:6][CH2:7][C:8]1([CH2:14][C:15]([O:17][C:18]2[CH:23]=[CH:22][CH:21]=[C:20]([C@@:24]3([OH:34])[CH2:29][CH2:28][CH2:27][CH2:26][C@@H:25]3[CH2:30][N:31]([CH3:33])[CH3:32])[CH:19]=2)=[O:16])[CH2:13][CH2:12][CH2:11][CH2:10][CH2:9]1)=[O:5])[CH3:2].C(O)(=O)C. Product: [C:15]([OH:17])(=[O:16])[CH3:14].[CH2:1]([O:3][C:4]([NH:6][CH2:7][C:8]1([CH2:14][C:15]([O:17][C:18]2[CH:23]=[CH:22][CH:21]=[C:20]([C@@:24]3([OH:34])[CH2:29][CH2:28][CH2:27][CH2:26][C@@H:25]3[CH2:30][N:31]([CH3:32])[CH3:33])[CH:19]=2)=[O:16])[CH2:9][CH2:10][CH2:11][CH2:12][CH2:13]1)=[O:5])[CH3:2]. The catalyst class is: 21. (2) Reactant: [OH:1][CH2:2][CH2:3][C:4]1[O:5][C:6]2[C:12]([CH:13]=[O:14])=[CH:11][C:10]([O:15][C:16]([F:19])([F:18])[F:17])=[CH:9][C:7]=2[CH:8]=1.[O:20]1[CH:25]=[CH:24][CH2:23][CH2:22][CH2:21]1.O.C1(C)C=CC(S(O)(=O)=O)=CC=1. Product: [O:20]1[CH2:25][CH2:24][CH2:23][CH2:22][CH:21]1[O:1][CH2:2][CH2:3][C:4]1[O:5][C:6]2[C:12]([CH:13]=[O:14])=[CH:11][C:10]([O:15][C:16]([F:19])([F:17])[F:18])=[CH:9][C:7]=2[CH:8]=1. The catalyst class is: 2. (3) Reactant: Cl[C:2]1[N:10]=[C:9]2[C:5]([N:6]([CH2:18][O:19][CH2:20][CH2:21][Si:22]([CH3:25])([CH3:24])[CH3:23])[C:7](=[O:17])[N:8]2[CH:11]2[CH2:16][CH2:15][O:14][CH2:13][CH2:12]2)=[CH:4][N:3]=1.[N:26]1[CH:27]=[CH:28][N:29]2[CH:34]=[C:33]([C:35]#[N:36])[CH:32]=[CH:31][C:30]=12.C([O-])(=O)C.[K+]. Product: [O:17]=[C:7]1[N:6]([CH2:18][O:19][CH2:20][CH2:21][Si:22]([CH3:25])([CH3:24])[CH3:23])[C:5]2[C:9](=[N:10][C:2]([C:28]3[N:29]4[CH:34]=[C:33]([C:35]#[N:36])[CH:32]=[CH:31][C:30]4=[N:26][CH:27]=3)=[N:3][CH:4]=2)[N:8]1[CH:11]1[CH2:16][CH2:15][O:14][CH2:13][CH2:12]1. The catalyst class is: 492. (4) Reactant: [NH:1]1[C:10]2[C:5](=[CH:6][CH:7]=[CH:8][CH:9]=2)[CH:4]=[CH:3][C:2]1=[O:11].[H-].[Na+].CS(O[CH2:19][CH2:20][N:21]1[CH2:26][CH2:25][CH:24]([NH:27][C:28]([O:30][C:31]([CH3:34])([CH3:33])[CH3:32])=[O:29])[CH2:23][CH2:22]1)(=O)=O.C(OC(=O)NC1CCN(CCN2C3C(=CC=C(F)C=3)N=CC2=O)CC1)(C)(C)C. The catalyst class is: 98. Product: [C:31]([O:30][C:28](=[O:29])[NH:27][CH:24]1[CH2:25][CH2:26][N:21]([CH2:20][CH2:19][N:1]2[C:10]3[C:5](=[CH:6][CH:7]=[CH:8][CH:9]=3)[CH:4]=[CH:3][C:2]2=[O:11])[CH2:22][CH2:23]1)([CH3:34])([CH3:33])[CH3:32]. (5) Reactant: [NH:1]1[C:9]2[C:4](=[CH:5][CH:6]=[CH:7][C:8]=2[C:10]([O:12][CH3:13])=[O:11])[CH:3]=[CH:2]1.Br[CH2:15][C:16]1[CH:21]=[CH:20][C:19]([C:22]([F:25])([F:24])[F:23])=[CH:18][CH:17]=1.[H-].[Na+]. Product: [F:23][C:22]([F:24])([F:25])[C:19]1[CH:20]=[CH:21][C:16]([CH2:15][N:1]2[C:9]3[C:4](=[CH:5][CH:6]=[CH:7][C:8]=3[C:10]([O:12][CH3:13])=[O:11])[CH:3]=[CH:2]2)=[CH:17][CH:18]=1. The catalyst class is: 3. (6) Reactant: [O:1]=[C:2]1[N:6]([C:7]2[CH:12]=[CH:11][CH:10]=[CH:9][CH:8]=2)[CH2:5][CH2:4][N:3]1[C:13]1[CH:18]=[CH:17][CH:16]=[CH:15][C:14]=1/[CH:19]=[CH:20]/[C:21](OCC)=[O:22].[NH2:26][OH:27].[OH-].[Na+]. Product: [OH:27][NH:26][C:21](=[O:22])/[CH:20]=[CH:19]/[C:14]1[CH:15]=[CH:16][CH:17]=[CH:18][C:13]=1[N:3]1[CH2:4][CH2:5][N:6]([C:7]2[CH:8]=[CH:9][CH:10]=[CH:11][CH:12]=2)[C:2]1=[O:1]. The catalyst class is: 83.